This data is from Forward reaction prediction with 1.9M reactions from USPTO patents (1976-2016). The task is: Predict the product of the given reaction. (1) Given the reactants [Cl:1][C:2]1[C:3](=[O:15])[N:4]([CH:9]2[CH2:14][CH2:13][CH2:12][CH2:11][O:10]2)[N:5]=[CH:6][C:7]=1Cl.C(=O)([O-])[O-].[K+].[K+].[F:22][C:23]([F:32])([F:31])[C:24]1[CH:29]=[CH:28][CH:27]=[CH:26][C:25]=1[OH:30], predict the reaction product. The product is: [Cl:1][C:2]1[C:3](=[O:15])[N:4]([CH:9]2[CH2:14][CH2:13][CH2:12][CH2:11][O:10]2)[N:5]=[CH:6][C:7]=1[O:30][C:25]1[CH:26]=[CH:27][CH:28]=[CH:29][C:24]=1[C:23]([F:22])([F:31])[F:32]. (2) Given the reactants [H-].[Na+].[Cl:3][C:4]1[C:12]2[NH:11][C:10]3[CH2:13][CH2:14][N:15]([C:18]([O:20][C:21]([CH3:24])([CH3:23])[CH3:22])=[O:19])[CH2:16][CH2:17][C:9]=3[C:8]=2[C:7]([Cl:25])=[CH:6][CH:5]=1.Br[CH2:27][CH2:28][O:29][C:30]1[CH:35]=[CH:34][CH:33]=[CH:32][CH:31]=1, predict the reaction product. The product is: [Cl:3][C:4]1[C:12]2[N:11]([CH2:27][CH2:28][O:29][C:30]3[CH:35]=[CH:34][CH:33]=[CH:32][CH:31]=3)[C:10]3[CH2:13][CH2:14][N:15]([C:18]([O:20][C:21]([CH3:22])([CH3:24])[CH3:23])=[O:19])[CH2:16][CH2:17][C:9]=3[C:8]=2[C:7]([Cl:25])=[CH:6][CH:5]=1. (3) Given the reactants [Si:1]([O:8][CH2:9][CH2:10][C:11]([C:15]1[CH:20]=[CH:19][CH:18]=[CH:17][CH:16]=1)([OH:14])[CH2:12]O)([C:4]([CH3:7])([CH3:6])[CH3:5])([CH3:3])[CH3:2].C1(C)C=CC(S(Cl)(=O)=O)=CC=1.[CH2:32]([CH2:34][NH2:35])[OH:33].CCN(CC)CC.[C:43](O[C:43]([O:45][C:46]([CH3:49])([CH3:48])[CH3:47])=[O:44])([O:45][C:46]([CH3:49])([CH3:48])[CH3:47])=[O:44], predict the reaction product. The product is: [Si:1]([O:8][CH2:9][CH2:10][C:11]([OH:14])([C:15]1[CH:16]=[CH:17][CH:18]=[CH:19][CH:20]=1)[CH2:12][N:35]([CH2:34][CH2:32][OH:33])[C:43](=[O:44])[O:45][C:46]([CH3:49])([CH3:48])[CH3:47])([C:4]([CH3:5])([CH3:6])[CH3:7])([CH3:2])[CH3:3]. (4) Given the reactants [Cl:1][C:2]1[CH:7]=[CH:6][CH:5]=[CH:4][C:3]=1/[CH:8]=[CH:9]/[CH3:10].CC[C@H]1[C@H]2C[C@H]([C@H](OC3C4C(=CC=CC=4)C(O[C@H](C4C=CN=C5C=4C=C(OC)C=C5)[C@@H]4N5C[C@H](CC)[C@@H](CC5)C4)=NN=3)C3C=CN=C4C=3C=C([O:32]C)C=C4)N(CC2)C1.CS(N)(=O)=O.CC(O)(C)C.[OH2:79], predict the reaction product. The product is: [Cl:1][C:2]1[CH:7]=[CH:6][CH:5]=[CH:4][C:3]=1[C@@H:8]([OH:32])[C@H:9]([OH:79])[CH3:10]. (5) Given the reactants Br[C:2]1[CH:3]=[C:4]([CH:17]=[C:18](Br)[CH:19]=1)[O:5][C:6]1[C:7](=[O:16])[NH:8][CH:9]=[CH:10][C:11]=1[C:12]([F:15])([F:14])[F:13].[Cu][C:22]#[N:23].[CH3:24][N:25]1CCCC1=O.O, predict the reaction product. The product is: [O:16]=[C:7]1[C:6]([O:5][C:4]2[CH:3]=[C:2]([C:22]#[N:23])[CH:19]=[C:18]([CH:17]=2)[C:24]#[N:25])=[C:11]([C:12]([F:15])([F:14])[F:13])[CH:10]=[CH:9][NH:8]1.